The task is: Predict the reactants needed to synthesize the given product.. This data is from Full USPTO retrosynthesis dataset with 1.9M reactions from patents (1976-2016). (1) Given the product [NH2:39][C:35]1[CH:34]=[C:33]([C@@H:31]([N:28]2[CH2:29][CH2:30][N:25]([C:23]([C:22]3[CH:21]=[N:20][N:12]4[C:13]([C:16]([F:18])([F:17])[F:19])=[C:14]([CH3:15])[C:9]([C:6]5[CH:7]=[CH:8][C:3]([O:2][CH3:1])=[CH:4][CH:5]=5)=[N:10][C:11]=34)=[O:24])[C@H:26]([CH3:47])[CH2:27]2)[CH3:32])[CH:38]=[CH:37][CH:36]=1, predict the reactants needed to synthesize it. The reactants are: [CH3:1][O:2][C:3]1[CH:8]=[CH:7][C:6]([C:9]2[C:14]([CH3:15])=[C:13]([C:16]([F:19])([F:18])[F:17])[N:12]3[N:20]=[CH:21][C:22]([C:23]([N:25]4[CH2:30][CH2:29][N:28]([C@H:31]([C:33]5[CH:34]=[C:35]([NH:39]C(=O)OC(C)(C)C)[CH:36]=[CH:37][CH:38]=5)[CH3:32])[CH2:27][C@H:26]4[CH3:47])=[O:24])=[C:11]3[N:10]=2)=[CH:5][CH:4]=1.C(O)(C(F)(F)F)=O. (2) Given the product [CH3:22][S:19]([C:12]1[N:13]=[C:14]([CH2:16][CH2:17][CH3:18])[CH:15]=[C:10]([Sn:2]([CH3:8])([CH3:7])[CH3:1])[N:11]=1)(=[O:21])=[O:20], predict the reactants needed to synthesize it. The reactants are: [CH3:1][Sn:2]([CH3:8])([CH3:7])[Sn:2]([CH3:8])([CH3:7])[CH3:1].Cl[C:10]1[CH:15]=[C:14]([CH2:16][CH2:17][CH3:18])[N:13]=[C:12]([S:19]([CH3:22])(=[O:21])=[O:20])[N:11]=1.[Cl-].[Li+]. (3) Given the product [Br:9][C:10]1[CH:15]=[C:14]([S:8][CH2:4][C:5]([O:7][CH3:17])=[O:6])[CH:13]=[N:12][CH:11]=1, predict the reactants needed to synthesize it. The reactants are: [H-].[Na+].C[CH:4]([SH:8])[C:5]([O-:7])=[O:6].[Br:9][C:10]1[CH:11]=[N:12][CH:13]=[C:14](Br)[CH:15]=1.[CH3:17]N(C=O)C. (4) Given the product [CH3:41][O:40][C:37]1[CH:36]=[CH:35][C:34]([CH2:33][N:8]([CH2:7][C:6]2[CH:5]=[CH:4][C:3]([O:2][CH3:1])=[CH:43][CH:42]=2)[C:9]2[N:14]=[C:13]([CH3:15])[N:12]=[C:11]([C:16]3[CH:23]=[C:20]([CH2:21][OH:22])[CH:19]=[N:18][C:17]=3[NH:24][C:25]3[CH:26]=[N:27][C:28]([O:31][CH3:32])=[CH:29][CH:30]=3)[N:10]=2)=[CH:39][CH:38]=1, predict the reactants needed to synthesize it. The reactants are: [CH3:1][O:2][C:3]1[CH:43]=[CH:42][C:6]([CH2:7][N:8]([CH2:33][C:34]2[CH:39]=[CH:38][C:37]([O:40][CH3:41])=[CH:36][CH:35]=2)[C:9]2[N:14]=[C:13]([CH3:15])[N:12]=[C:11]([C:16]3[C:17]([NH:24][C:25]4[CH:26]=[N:27][C:28]([O:31][CH3:32])=[CH:29][CH:30]=4)=[N:18][CH:19]=[C:20]([CH:23]=3)[CH:21]=[O:22])[N:10]=2)=[CH:5][CH:4]=1.ClCCl.CO.[BH4-].[Na+].[NH4+].[Cl-]. (5) Given the product [Cl:1][C:2]1[S:6][CH:5]=[C:4]([N:7]=[C:8]=[S:9])[CH:3]=1, predict the reactants needed to synthesize it. The reactants are: [Cl:1][C:2]1[S:6][CH:5]=[C:4]([NH2:7])[CH:3]=1.[C:8](N1C=CN=C1)(N1C=CN=C1)=[S:9].N1C=CN=C1. (6) Given the product [CH2:22]([O:21][C:19]([NH:2][C@@H:3]([CH:9]([CH3:11])[CH3:10])[CH2:4][C:5]([O:7][CH3:8])=[O:6])=[O:20])[C:23]1[CH:28]=[CH:27][CH:26]=[CH:25][CH:24]=1, predict the reactants needed to synthesize it. The reactants are: Cl.[NH2:2][C@@H:3]([CH:9]([CH3:11])[CH3:10])[CH2:4][C:5]([O:7][CH3:8])=[O:6].CCN(CC)CC.[C:19](Cl)([O:21][CH2:22][C:23]1[CH:28]=[CH:27][CH:26]=[CH:25][CH:24]=1)=[O:20].